Task: Binary Classification. Given a T-cell receptor sequence (or CDR3 region) and an epitope sequence, predict whether binding occurs between them.. Dataset: TCR-epitope binding with 47,182 pairs between 192 epitopes and 23,139 TCRs (1) The epitope is GPGHKARVL. The TCR CDR3 sequence is CASSLNPLMDTEAFF. Result: 0 (the TCR does not bind to the epitope). (2) The epitope is KMKDLSPRW. The TCR CDR3 sequence is CASSLAQARETQYF. Result: 0 (the TCR does not bind to the epitope). (3) The epitope is LPPAYTNSF. The TCR CDR3 sequence is CASSLEGARGPNQPQHF. Result: 0 (the TCR does not bind to the epitope). (4) The epitope is KLPDDFTGCV. The TCR CDR3 sequence is CASSEYHPQETQYF. Result: 0 (the TCR does not bind to the epitope).